From a dataset of Reaction yield outcomes from USPTO patents with 853,638 reactions. Predict the reaction yield, written as a fraction of the theoretical maximum amount of product (1.0 means a 100% yield; for example, 0.34 means a 34% yield). (1) No catalyst specified. The yield is 0.610. The product is [F:1][CH:2]([F:17])[C:3]1([C:11]([O:13][CH:14]([CH3:15])[CH3:16])=[O:12])[CH2:4][C:5](=[O:7])[CH2:6]1. The reactants are [F:1][CH:2]([F:17])[C:3]1([C:11]([O:13][CH:14]([CH3:16])[CH3:15])=[O:12])[CH2:6][C:5](OC)([O:7]C)[CH2:4]1.Cl. (2) The reactants are [CH3:1][N:2]1[CH2:7][CH2:6][N:5]([C:8]([O:10][C@@H:11]2[N:20]([C:21]3[CH:22]=[CH:23][C:24]([Cl:27])=[CH:25][N:26]=3)[C:18](=[O:19])[C:13]3[N:14]=[CH:15][CH:16]=[N:17][C:12]2=3)=[O:9])[CH2:4][CH2:3]1.[CH3:28][S:29]([OH:32])(=[O:31])=[O:30].CN1CCN(C(OC2N(C3C=CC(Cl)=CN=3)C(=O)C3N=CC=NC2=3)=O)CC1. The catalyst is O1CCCC1. The product is [CH3:1][N:2]1[CH2:7][CH2:6][N:5]([C:8]([O:10][C@@H:11]2[N:20]([C:21]3[CH:22]=[CH:23][C:24]([Cl:27])=[CH:25][N:26]=3)[C:18](=[O:19])[C:13]3[N:14]=[CH:15][CH:16]=[N:17][C:12]2=3)=[O:9])[CH2:4][CH2:3]1.[S:29]([O-:32])(=[O:31])(=[O:30])[CH3:28]. The yield is 0.950. (3) The reactants are [CH3:1][C:2]1[CH:7]=[CH:6][C:5]([N+:8]([O-])=O)=[CH:4][C:3]=1[S:11]([NH2:14])(=[O:13])=[O:12].[OH2:15].[OH2:16].[Sn](Cl)(Cl)(Cl)Cl. The catalyst is C(OCC)(=O)C. The product is [NH2:8][C:5]1[CH:6]=[CH:7][C:2](/[CH:1]=[CH:1]/[C:2]2[CH:7]=[CH:6][C:5]([NH2:8])=[CH:4][C:3]=2[S:11]([NH2:14])(=[O:16])=[O:15])=[C:3]([S:11]([NH2:14])(=[O:13])=[O:12])[CH:4]=1. The yield is 0.310. (4) The reactants are Br[C:2]1[CH:7]=[CH:6][C:5]([N+:8]([O-:10])=[O:9])=[C:4]([O:11][CH3:12])[C:3]=1[F:13].[CH3:14][N:15](C1C(C2C(P(C3CCCCC3)C3CCCCC3)=CC=CC=2)=CC=CC=1)C.C(OCC)(=O)C. The catalyst is CC(N(C)C)=O.[Pd].[C-]#N.[Zn+2].[C-]#N.C1C=CC(/C=C/C(/C=C/C2C=CC=CC=2)=O)=CC=1.C1C=CC(/C=C/C(/C=C/C2C=CC=CC=2)=O)=CC=1.C1C=CC(/C=C/C(/C=C/C2C=CC=CC=2)=O)=CC=1.[Pd].[Pd]. The product is [F:13][C:3]1[C:4]([O:11][CH3:12])=[C:5]([N+:8]([O-:10])=[O:9])[CH:6]=[CH:7][C:2]=1[C:14]#[N:15]. The yield is 0.870.